Predict the reactants needed to synthesize the given product. From a dataset of Full USPTO retrosynthesis dataset with 1.9M reactions from patents (1976-2016). (1) Given the product [Br:1][C:11]1[C:10]2[C:14](=[CH:15][CH:16]=[C:8]([N+:5]([O-:7])=[O:6])[CH:9]=2)[NH:13][N:12]=1, predict the reactants needed to synthesize it. The reactants are: [Br:1]Br.[OH-].[Na+].[N+:5]([C:8]1[CH:9]=[C:10]2[C:14](=[CH:15][CH:16]=1)[NH:13][N:12]=[CH:11]2)([O-:7])=[O:6].S([O-])(O)=O.[Na+]. (2) The reactants are: [CH2:1]([Li])[CH2:2][CH2:3][CH3:4].[CH3:6][C:7]1[C@@H:8]([O:20][Si:21]([CH2:26][CH3:27])([CH2:24][CH3:25])[CH2:22][CH3:23])[C@H:9]([CH:18]=O)[CH2:10][C:11]=1[C:12]1C=CC=[CH:14][N:13]=1.[CH2:28]1COCC1. Given the product [CH3:4][C:3]1[CH:2]=[CH:1][C:12]([C:11]2[CH2:10][C@@H:9]([CH:18]=[CH2:28])[C@H:8]([O:20][Si:21]([CH2:22][CH3:23])([CH2:24][CH3:25])[CH2:26][CH3:27])[C:7]=2[CH3:6])=[N:13][CH:14]=1, predict the reactants needed to synthesize it. (3) Given the product [F:15][C:3]1[C:2]([B:21]2[O:25][C:24]([CH3:27])([CH3:26])[C:23]([CH3:29])([CH3:28])[O:22]2)=[CH:7][CH:6]=[C:5]([F:8])[C:4]=1[C:9]1[CH:14]=[CH:13][CH:12]=[CH:11][N:10]=1, predict the reactants needed to synthesize it. The reactants are: Br[C:2]1[C:3]([F:15])=[C:4]([C:9]2[CH:14]=[CH:13][CH:12]=[CH:11][N:10]=2)[C:5]([F:8])=[CH:6][CH:7]=1.C([O-])(=O)C.[K+].[B:21]1([B:21]2[O:25][C:24]([CH3:27])([CH3:26])[C:23]([CH3:29])([CH3:28])[O:22]2)[O:25][C:24]([CH3:27])([CH3:26])[C:23]([CH3:29])([CH3:28])[O:22]1. (4) Given the product [C:37]([O:1][CH2:2][CH2:3][O:4][C:5]1[CH:6]=[C:7]([CH:11]2[CH2:16][CH2:15][N:14]([C:17]([O:19][CH2:20][C:21]([Cl:22])([Cl:23])[Cl:24])=[O:18])[CH2:13][CH:12]2[O:25][CH2:26][C:27]2[CH:36]=[CH:35][C:34]3[C:29](=[CH:30][CH:31]=[CH:32][CH:33]=3)[CH:28]=2)[CH:8]=[CH:9][CH:10]=1)(=[O:44])[C:38]1[CH:43]=[CH:42][CH:41]=[CH:40][CH:39]=1, predict the reactants needed to synthesize it. The reactants are: [OH:1][CH2:2][CH2:3][O:4][C:5]1[CH:6]=[C:7]([CH:11]2[CH2:16][CH2:15][N:14]([C:17]([O:19][CH2:20][C:21]([Cl:24])([Cl:23])[Cl:22])=[O:18])[CH2:13][CH:12]2[O:25][CH2:26][C:27]2[CH:36]=[CH:35][C:34]3[C:29](=[CH:30][CH:31]=[CH:32][CH:33]=3)[CH:28]=2)[CH:8]=[CH:9][CH:10]=1.[C:37](Cl)(=[O:44])[C:38]1[CH:43]=[CH:42][CH:41]=[CH:40][CH:39]=1. (5) Given the product [C:28]([O:27][C:25]([N:22]1[CH2:23][CH2:24][C@@H:20]([NH:19][C:18]2[C:11]3[C:12](=[N:13][CH:14]=[CH:15][C:10]=3[O:9][C:8]3[CH:7]=[C:6]([CH:43]=[CH:42][CH:41]=3)[C:4]([OH:5])=[O:3])[N:16]([CH2:32][C:33]3[CH:38]=[CH:37][C:36]([O:39][CH3:40])=[CH:35][CH:34]=3)[N:17]=2)[CH2:21]1)=[O:26])([CH3:31])([CH3:30])[CH3:29], predict the reactants needed to synthesize it. The reactants are: C([O:3][C:4]([C:6]1[CH:7]=[C:8]([CH:41]=[CH:42][CH:43]=1)[O:9][C:10]1[CH:15]=[CH:14][N:13]=[C:12]2[N:16]([CH2:32][C:33]3[CH:38]=[CH:37][C:36]([O:39][CH3:40])=[CH:35][CH:34]=3)[N:17]=[C:18]([NH:19][C@@H:20]3[CH2:24][CH2:23][N:22]([C:25]([O:27][C:28]([CH3:31])([CH3:30])[CH3:29])=[O:26])[CH2:21]3)[C:11]=12)=[O:5])C.[Li+].[OH-].Cl. (6) Given the product [Cl:1][C:2]1[CH:24]=[CH:23][C:5]([C:6]2[NH:25][C:26]([CH:30]([F:32])[F:31])=[C:27]([C:28]#[N:29])[CH:11]([C:12]3[CH:13]=[C:14]4[C:18](=[CH:19][C:20]=3[F:21])[NH:17][N:16]=[C:15]4[CH3:22])[C:8]=2[C:9]#[N:10])=[CH:4][CH:3]=1, predict the reactants needed to synthesize it. The reactants are: [Cl:1][C:2]1[CH:24]=[CH:23][C:5]([C:6](/[C:8](=[CH:11]/[C:12]2[CH:13]=[C:14]3[C:18](=[CH:19][C:20]=2[F:21])[NH:17][N:16]=[C:15]3[CH3:22])/[C:9]#[N:10])=O)=[CH:4][CH:3]=1.[NH2:25][C:26]([CH:30]([F:32])[F:31])=[CH:27][C:28]#[N:29].C(O)(=O)C.